Dataset: Reaction yield outcomes from USPTO patents with 853,638 reactions. Task: Predict the reaction yield, written as a fraction of the theoretical maximum amount of product (1.0 means a 100% yield; for example, 0.34 means a 34% yield). The reactants are [CH3:1][O:2][C:3]1[CH:10]=[C:9]([O:11][CH3:12])[C:8]([C:13]2[S:14][CH:15]=[CH:16][CH:17]=2)=[CH:7][C:4]=1[CH:5]=O.[C:18]([C:21]1[CH:22]=[C:23]([CH:27]=[CH:28][CH:29]=1)[C:24]([OH:26])=[O:25])(=[O:20])[CH3:19]. No catalyst specified. The product is [CH3:1][O:2][C:3]1[CH:10]=[C:9]([O:11][CH3:12])[C:8]([C:13]2[S:14][CH:15]=[CH:16][CH:17]=2)=[CH:7][C:4]=1/[CH:5]=[CH:19]/[C:18]([C:21]1[CH:22]=[C:23]([CH:27]=[CH:28][CH:29]=1)[C:24]([OH:26])=[O:25])=[O:20]. The yield is 0.650.